This data is from Forward reaction prediction with 1.9M reactions from USPTO patents (1976-2016). The task is: Predict the product of the given reaction. Given the reactants [F:1][C:2]1[CH:33]=[CH:32][C:5]([C:6](/[N:8]=[C:9]2\[NH:10][C:11]3[CH:29]=[CH:28][C:27]([CH2:30]O)=[CH:26][C:12]=3[N:13]\2[C@H:14]2[CH2:19][CH2:18][C@@H:17]([NH:20][C:21](=[O:25])[CH:22]([CH3:24])[CH3:23])[CH2:16][CH2:15]2)=[O:7])=[CH:4][CH:3]=1.S(Cl)(Cl)=O.[NH:38]1[CH2:43][CH2:42][CH:41]([C:44]([OH:47])([CH3:46])[CH3:45])[CH2:40][CH2:39]1, predict the reaction product. The product is: [F:1][C:2]1[CH:3]=[CH:4][C:5]([C:6](/[N:8]=[C:9]2\[NH:10][C:11]3[CH:29]=[CH:28][C:27]([CH2:30][N:38]4[CH2:43][CH2:42][CH:41]([C:44]([OH:47])([CH3:46])[CH3:45])[CH2:40][CH2:39]4)=[CH:26][C:12]=3[N:13]\2[C@H:14]2[CH2:15][CH2:16][C@@H:17]([NH:20][C:21](=[O:25])[CH:22]([CH3:23])[CH3:24])[CH2:18][CH2:19]2)=[O:7])=[CH:32][CH:33]=1.